Dataset: Catalyst prediction with 721,799 reactions and 888 catalyst types from USPTO. Task: Predict which catalyst facilitates the given reaction. (1) Reactant: [OH:1][C:2]1[C:7]([NH:8][C:9](=[O:25])[CH2:10][C:11]2[CH:12]=[C:13]([P:17](=[O:24])([O:21]CC)[O:18]CC)[CH:14]=[CH:15][CH:16]=2)=[CH:6][N:5]=[C:4]([C:26]2[N:27]=[N:28][CH:29]=[CH:30][CH:31]=2)[N:3]=1.C[Si](Br)(C)C. Product: [OH:1][C:2]1[C:7]([NH:8][C:9](=[O:25])[CH2:10][C:11]2[CH:12]=[C:13]([P:17](=[O:18])([OH:24])[OH:21])[CH:14]=[CH:15][CH:16]=2)=[CH:6][N:5]=[C:4]([C:26]2[N:27]=[N:28][CH:29]=[CH:30][CH:31]=2)[N:3]=1. The catalyst class is: 2. (2) Reactant: [Cl:1][C:2]1[CH:3]=[CH:4][C:5]2[N:6]([CH:8]=[CH:9][N:10]=2)[N:7]=1.C(Cl)(Cl)Cl.[Br:15]N1C(=O)CCC1=O.C(=O)(O)[O-].[Na+]. Product: [Br:15][C:8]1[N:6]2[N:7]=[C:2]([Cl:1])[CH:3]=[CH:4][C:5]2=[N:10][CH:9]=1. The catalyst class is: 84. (3) Reactant: Cl[CH2:2]Cl.[CH3:4][OH:5].C([N:8]([CH2:11][CH3:12])[CH2:9]C)C.[C:21](O[C:21]([O:23][C:24]([CH3:27])([CH3:26])[CH3:25])=[O:22])([O:23][C:24]([CH3:27])([CH3:26])[CH3:25])=[O:22]. Product: [OH:5][C@@H:4]1[CH2:2][CH2:12][CH2:11][N:8]([C:21]([O:23][C:24]([CH3:25])([CH3:26])[CH3:27])=[O:22])[CH2:9]1. The catalyst class is: 6. (4) The catalyst class is: 2. Product: [CH2:8]([O:9][S:18]([CH3:17])(=[O:20])=[O:19])[CH2:7][C:1]1[CH:6]=[CH:5][CH:4]=[CH:3][CH:2]=1. Reactant: [C:1]1([CH2:7][CH2:8][OH:9])[CH:6]=[CH:5][CH:4]=[CH:3][CH:2]=1.CCN(CC)CC.[CH3:17][S:18](Cl)(=[O:20])=[O:19]. (5) Reactant: [OH:1][CH2:2][C:3]1([CH2:16][OH:17])[C:15]2[CH:14]=[CH:13][CH:12]=[CH:11][C:10]=2[C:9]2[C:4]1=[CH:5][CH:6]=[CH:7][CH:8]=2.[C:18]([OH:22])(=O)[CH:19]=[CH2:20].[C:23]1([CH3:29])C=CC=C[CH:24]=1.S(=O)(=O)(O)[OH:31]. Product: [C:29]([O:1][CH2:2][C:3]1([CH2:16][O:17][C:18](=[O:22])[CH:19]=[CH2:20])[C:15]2[CH:14]=[CH:13][CH:12]=[CH:11][C:10]=2[C:9]2[C:4]1=[CH:5][CH:6]=[CH:7][CH:8]=2)(=[O:31])[CH:23]=[CH2:24]. The catalyst class is: 6. (6) Reactant: [NH2:1][C@@H:2]([C:4]1[N:5]([CH2:25][CH3:26])[C:6]([O:9][C:10]2[CH:11]=[C:12]([N:16]3[CH2:21][CH2:20][N:19]([C:22](=[O:24])[CH3:23])[CH2:18][CH2:17]3)[CH:13]=[CH:14][CH:15]=2)=[N:7][N:8]=1)[CH3:3].Cl.C(N(CC)CC)C.[Cl:35][C:36]1[CH:37]=[C:38]([S:43](Cl)(=[O:45])=[O:44])[CH:39]=[CH:40][C:41]=1[Cl:42].C([O-])([O-])=O.[K+].[K+]. Product: [C:22]([N:19]1[CH2:18][CH2:17][N:16]([C:12]2[CH:11]=[C:10]([CH:15]=[CH:14][CH:13]=2)[O:9][C:6]2[N:5]([CH2:25][CH3:26])[C:4]([C@H:2]([NH:1][S:43]([C:38]3[CH:39]=[CH:40][C:41]([Cl:42])=[C:36]([Cl:35])[CH:37]=3)(=[O:45])=[O:44])[CH3:3])=[N:8][N:7]=2)[CH2:21][CH2:20]1)(=[O:24])[CH3:23]. The catalyst class is: 6.